This data is from Forward reaction prediction with 1.9M reactions from USPTO patents (1976-2016). The task is: Predict the product of the given reaction. Given the reactants Cl[C:2]1[C:11]([C:12]([OH:14])=[O:13])=[CH:10][C:9]2[C:4](=[CH:5][CH:6]=[C:7]([Cl:15])[CH:8]=2)[N:3]=1.[NH2:16][CH:17]([C:28]([OH:30])=[O:29])[CH2:18][C:19]1[C:27]2[C:22](=[CH:23][CH:24]=[CH:25][CH:26]=2)[NH:21][CH:20]=1, predict the reaction product. The product is: [C:28]([CH:17]([NH:16][C:2]1[C:11]([C:12]([OH:14])=[O:13])=[CH:10][C:9]2[C:4](=[CH:5][CH:6]=[C:7]([Cl:15])[CH:8]=2)[N:3]=1)[CH2:18][C:19]1[C:27]2[C:22](=[CH:23][CH:24]=[CH:25][CH:26]=2)[NH:21][CH:20]=1)([OH:30])=[O:29].